From a dataset of Full USPTO retrosynthesis dataset with 1.9M reactions from patents (1976-2016). Predict the reactants needed to synthesize the given product. (1) Given the product [CH2:1]([O:8][NH:9][CH:12]([CH2:28][CH3:24])[CH2:11][CH2:13][C@@H:14]([CH3:15])[C:30]([OH:20])=[O:19])[C:2]1[CH:3]=[CH:4][CH:5]=[CH:6][CH:7]=1, predict the reactants needed to synthesize it. The reactants are: [CH2:1]([O:8][N:9]1[CH2:12][C@@H:11]([CH2:13][CH2:14][CH2:15]CC)C1=O)[C:2]1[CH:7]=[CH:6][CH:5]=[CH:4][CH:3]=1.[OH2:19].[OH-:20].[Li+].O.Cl.[CH2:24]1[CH2:28]OCC1.O.[CH3:30]O. (2) Given the product [NH2:1][C:4]1[CH:5]=[CH:6][C:7]2[O:12][CH:11]([CH2:13][OH:14])[CH2:10][NH:9][C:8]=2[CH:15]=1, predict the reactants needed to synthesize it. The reactants are: [N+:1]([C:4]1[CH:5]=[CH:6][C:7]2[O:12][CH:11]([CH2:13][OH:14])[CH2:10][NH:9][C:8]=2[CH:15]=1)([O-])=O.